This data is from B-cell epitopes from IEDB database with 3,159 antigens for binding position prediction. The task is: Token-level Classification. Given an antigen amino acid sequence, predict which amino acid positions are active epitope sites capable of antibody binding. Output is a list of indices for active positions. Given the antigen sequence: IPEEVVEEVSVTDEIVEEDELDTKEVVEEIEFNTEEVEHKEEEGSVAEEIVQEEKEGSVNEEIIEEVGSITEEMVEQDVSDNEEIVEERSVIEEAEENVWIEKEVEEEGLDNEEVIDEEDSVSEQAEEEVYINEEILKRQSSDVEDVKGRKTELMNEEVNGTQSVAENNEEDKELDNYVVEETESVTEEVVVDEVPNSKEVQEIESIIEEIVEDGLTTDDLVGQQGSVIEEVVEEVGSDSGEIGEEASITEEVEKKESVTEDILVEESVTGNILVEGSVTEEVVGEEKLVSEEIVTEEGSVAQEIVEEDAPATEEIDEIESVTEEVVEEEGPVDEEIVQEEGTVTEEIIQGESKVEEVVEEQGSENEEIFVEEVSASQEIVQNESGTEEILEKVSASQEIVQDGSVTEQIIEELFPVTEEVVNEEESITHEIIQEESHVEKENPVSVTEEIVEKEG, which amino acid positions are active epitope sites? The epitope positions are: [352, 353, 354, 355, 356, 357, 358, 359, 360, 361, 362, 363, 364, 365, 366, 367]. The amino acids at these positions are: SKVEEVVEEQGSENEE.